Dataset: Forward reaction prediction with 1.9M reactions from USPTO patents (1976-2016). Task: Predict the product of the given reaction. (1) Given the reactants [OH:1][CH2:2][CH2:3][CH2:4][CH2:5][N:6]1[CH2:11][CH2:10][CH:9]([C:12]2[CH:13]=[C:14]([NH:18][C:19](=[O:23])[CH:20]([CH3:22])[CH3:21])[CH:15]=[CH:16][CH:17]=2)[CH2:8][CH2:7]1.[F:24][C:25]1[CH:30]=[CH:29][C:28]([CH2:31][C:32](Cl)=[O:33])=[CH:27][CH:26]=1, predict the reaction product. The product is: [F:24][C:25]1[CH:30]=[CH:29][C:28]([CH2:31][C:32]([O:1][CH2:2][CH2:3][CH2:4][CH2:5][N:6]2[CH2:7][CH2:8][CH:9]([C:12]3[CH:17]=[CH:16][CH:15]=[C:14]([NH:18][C:19](=[O:23])[CH:20]([CH3:21])[CH3:22])[CH:13]=3)[CH2:10][CH2:11]2)=[O:33])=[CH:27][CH:26]=1. (2) Given the reactants [AlH4-].[Li+].[NH2:3][C@H:4]1[C:12]2[C:7](=[CH:8][CH:9]=[CH:10][CH:11]=2)[CH2:6][C@H:5]1[C:13]([N:15]([CH3:17])[CH3:16])=O, predict the reaction product. The product is: [CH3:17][N:15]([CH2:13][C@@H:5]1[CH2:6][C:7]2[C:12](=[CH:11][CH:10]=[CH:9][CH:8]=2)[C@@H:4]1[NH2:3])[CH3:16]. (3) The product is: [CH3:1][S:2][C:3]1[CH:18]=[CH:17][CH:16]=[CH:15][C:4]=1[CH2:5][N:6]1[C:11]([CH3:12])=[CH:10][C:9]([OH:13])=[C:8]([I:19])[C:7]1=[O:14]. Given the reactants [CH3:1][S:2][C:3]1[CH:18]=[CH:17][CH:16]=[CH:15][C:4]=1[CH2:5][N:6]1[C:11]([CH3:12])=[CH:10][C:9]([OH:13])=[CH:8][C:7]1=[O:14].[I:19]N1C(=O)CCC1=O, predict the reaction product. (4) The product is: [F:19][C:4]1[CH:3]=[C:2]([B:23]2[O:24][C:25]([CH3:27])([CH3:26])[C:21]([CH3:37])([CH3:20])[O:22]2)[CH:7]=[CH:6][C:5]=1[C:8]1([NH:11][C:12](=[O:18])[O:13][C:14]([CH3:17])([CH3:16])[CH3:15])[CH2:10][CH2:9]1. Given the reactants Br[C:2]1[CH:7]=[CH:6][C:5]([C:8]2([NH:11][C:12](=[O:18])[O:13][C:14]([CH3:17])([CH3:16])[CH3:15])[CH2:10][CH2:9]2)=[C:4]([F:19])[CH:3]=1.[CH3:20][C:21]1([CH3:37])[C:25]([CH3:27])([CH3:26])[O:24][B:23]([B:23]2[O:24][C:25]([CH3:27])([CH3:26])[C:21]([CH3:37])([CH3:20])[O:22]2)[O:22]1.CC([O-])=O.[K+].C(Cl)Cl, predict the reaction product. (5) Given the reactants [NH2:1][C:2]1[CH:7]=[CH:6][CH:5]=[CH:4][CH:3]=1.[CH3:8][CH:9]([CH3:13])[CH2:10][CH:11]=[CH2:12].[OH-].[Na+], predict the reaction product. The product is: [CH3:12][CH:11]([C:3]1[CH:4]=[CH:5][CH:6]=[CH:7][C:2]=1[NH2:1])[CH2:10][CH:9]([CH3:13])[CH3:8]. (6) Given the reactants [CH2:1]([CH:3]([N:6]1[CH2:11][CH2:10][CH:9]([CH2:12][C:13]([NH:15][OH:16])=[NH:14])[CH2:8][CH2:7]1)[CH2:4][CH3:5])[CH3:2].C(O)(=O)C.[Cl:21][CH2:22][C:23]1[CH:31]=[CH:30][C:26]([C:27](Cl)=O)=[CH:25][CH:24]=1.N1CCCCC1, predict the reaction product. The product is: [Cl:21][CH2:22][C:23]1[CH:31]=[CH:30][C:26]([C:27]2[O:16][N:15]=[C:13]([CH2:12][CH:9]3[CH2:10][CH2:11][N:6]([CH:3]([CH2:4][CH3:5])[CH2:1][CH3:2])[CH2:7][CH2:8]3)[N:14]=2)=[CH:25][CH:24]=1. (7) Given the reactants [OH:1][C:2]1[CH:6]=[CH:5][S:4][C:3]=1[C:7]([O:9][CH3:10])=[O:8].C1(C)C=CC=CC=1.[OH-].[Na+].Cl[CH:21]([F:23])[F:22], predict the reaction product. The product is: [F:22][CH:21]([F:23])[O:1][C:2]1[CH:6]=[CH:5][S:4][C:3]=1[C:7]([O:9][CH3:10])=[O:8].